This data is from Full USPTO retrosynthesis dataset with 1.9M reactions from patents (1976-2016). The task is: Predict the reactants needed to synthesize the given product. (1) Given the product [F:23][C:24]1([F:30])[CH2:29][CH2:28][N:27]([C:18]([C:12]2[S:13][C:14]3[CH2:15][CH2:16][O:17][C:8]4[CH:7]=[C:6]([C:4]5[CH:3]=[N:2][NH:1][CH:5]=5)[CH:22]=[CH:21][C:9]=4[C:10]=3[N:11]=2)=[O:19])[CH2:26][CH2:25]1, predict the reactants needed to synthesize it. The reactants are: [NH:1]1[CH:5]=[C:4]([C:6]2[CH:22]=[CH:21][C:9]3[C:10]4[N:11]=[C:12]([C:18](O)=[O:19])[S:13][C:14]=4[CH2:15][CH2:16][O:17][C:8]=3[CH:7]=2)[CH:3]=[N:2]1.[F:23][C:24]1([F:30])[CH2:29][CH2:28][NH:27][CH2:26][CH2:25]1. (2) The reactants are: [CH3:1][C:2]1[C:7]([N+:8]([O-:10])=[O:9])=[CH:6][C:5]([N+:11]([O-])=O)=[CH:4][C:3]=1[N+]([O-])=O.O[NH:18][C:19]1[CH:24]=[C:23]([N+]([O-])=O)[CH:22]=[C:21]([N+:28]([O-:30])=[O:29])[C:20]=1[CH3:31].ONC1C=C([N+:40]([O-:42])=[O:41])C(C)=C([N+]([O-])=O)C=1.NC1C=C([N+]([O-])=O)C=C([N+]([O-])=O)C=1C.NC1C=C([N+]([O-])=O)C(C)=C([N+]([O-])=O)C=1. Given the product [NH2:11][C:5]1[CH:4]=[CH:3][C:2]([CH3:1])=[C:7]([N+:8]([O-:10])=[O:9])[C:6]=1[NH2:18].[OH:41][N:40]([C:22]1[C:21]([N+:28]([O-:30])=[O:29])=[C:20]([CH3:31])[CH:19]=[CH:24][CH:23]=1)[OH:42], predict the reactants needed to synthesize it.